From a dataset of Merck oncology drug combination screen with 23,052 pairs across 39 cell lines. Regression. Given two drug SMILES strings and cell line genomic features, predict the synergy score measuring deviation from expected non-interaction effect. (1) Drug 1: COc1cccc2c1C(=O)c1c(O)c3c(c(O)c1C2=O)CC(O)(C(=O)CO)CC3OC1CC(N)C(O)C(C)O1. Drug 2: CNC(=O)c1cc(Oc2ccc(NC(=O)Nc3ccc(Cl)c(C(F)(F)F)c3)cc2)ccn1. Cell line: DLD1. Synergy scores: synergy=-6.05. (2) Drug 1: NC1(c2ccc(-c3nc4ccn5c(=O)[nH]nc5c4cc3-c3ccccc3)cc2)CCC1. Drug 2: CC(C)CC(NC(=O)C(Cc1ccccc1)NC(=O)c1cnccn1)B(O)O. Cell line: EFM192B. Synergy scores: synergy=-25.8. (3) Drug 1: N#Cc1ccc(Cn2cncc2CN2CCN(c3cccc(Cl)c3)C(=O)C2)cc1. Drug 2: NC(=O)c1cccc2cn(-c3ccc(C4CCCNC4)cc3)nc12. Cell line: T47D. Synergy scores: synergy=4.69. (4) Drug 1: CC(=O)OC1C(=O)C2(C)C(O)CC3OCC3(OC(C)=O)C2C(OC(=O)c2ccccc2)C2(O)CC(OC(=O)C(O)C(NC(=O)c3ccccc3)c3ccccc3)C(C)=C1C2(C)C. Drug 2: CCc1cnn2c(NCc3ccc[n+]([O-])c3)cc(N3CCCCC3CCO)nc12. Cell line: OVCAR3. Synergy scores: synergy=-20.7.